Dataset: Forward reaction prediction with 1.9M reactions from USPTO patents (1976-2016). Task: Predict the product of the given reaction. (1) Given the reactants [Cl:1][C:2]1[CH:7]=[CH:6][C:5]([N+:8]([O-])=O)=[CH:4][C:3]=1[C:11]1[O:12][C:13]2[CH:19]=[CH:18][CH:17]=[CH:16][C:14]=2[N:15]=1.Cl, predict the reaction product. The product is: [O:12]1[C:13]2[CH:19]=[CH:18][CH:17]=[CH:16][C:14]=2[N:15]=[C:11]1[C:3]1[CH:4]=[C:5]([NH2:8])[CH:6]=[CH:7][C:2]=1[Cl:1]. (2) Given the reactants [CH3:1][C:2]1[C:3]([CH2:9][O:10][CH3:11])=[C:4]([NH2:8])[CH:5]=[CH:6][CH:7]=1.Cl[C:13](Cl)([O:15]C(=O)OC(Cl)(Cl)Cl)Cl.C(=O)(O)[O-].[Na+], predict the reaction product. The product is: [CH3:1][C:2]1[C:3]([CH2:9][O:10][CH3:11])=[C:4]([N:8]=[C:13]=[O:15])[CH:5]=[CH:6][CH:7]=1.